The task is: Regression. Given a peptide amino acid sequence and an MHC pseudo amino acid sequence, predict their binding affinity value. This is MHC class I binding data.. This data is from Peptide-MHC class I binding affinity with 185,985 pairs from IEDB/IMGT. (1) The peptide sequence is RYSHWTKL. The MHC is HLA-C07:01 with pseudo-sequence HLA-C07:01. The binding affinity (normalized) is 0.411. (2) The peptide sequence is LALEVARQKR. The MHC is HLA-A68:01 with pseudo-sequence HLA-A68:01. The binding affinity (normalized) is 0.128.